From a dataset of Full USPTO retrosynthesis dataset with 1.9M reactions from patents (1976-2016). Predict the reactants needed to synthesize the given product. (1) Given the product [F:1][C:2]1[CH:7]=[CH:6][CH:5]=[C:4]([F:8])[C:3]=1[N:9]1[CH:13]=[CH:12][C:11]([NH:14][C:15](=[O:17])[CH3:16])=[N:10]1, predict the reactants needed to synthesize it. The reactants are: [F:1][C:2]1[CH:7]=[CH:6][CH:5]=[C:4]([F:8])[C:3]=1[N:9]1[CH2:13][CH2:12][C:11]([NH:14][C:15](=[O:17])[CH3:16])=[N:10]1.ClC1C(=O)C(C#N)=C(C#N)C(=O)C=1Cl. (2) Given the product [Br:15][C:11]1[CH:12]=[C:13]2[C:8](=[CH:9][CH:10]=1)[N:7]([CH2:16][C:17]#[N:18])[C:6]([C:4]([OH:5])=[O:3])=[CH:14]2, predict the reactants needed to synthesize it. The reactants are: C([O:3][C:4]([C:6]1[N:7]([CH2:16][C:17]#[N:18])[C:8]2[C:13]([CH:14]=1)=[CH:12][C:11]([Br:15])=[CH:10][CH:9]=2)=[O:5])C.O[Li].O. (3) The reactants are: C(OC(=O)[NH:7][CH:8]1[CH2:13][CH2:12][N:11]([CH2:14]/[CH:15]=[CH:16]/[C:17]2[CH:22]=[C:21]([F:23])[CH:20]=[CH:19][C:18]=2[F:24])[CH2:10][CH2:9]1)(C)(C)C.FC(F)(F)C(O)=O.NC1CCN(CCN2C3C=C(OC)C=CC=3COC2=O)CC1. Given the product [F:24][C:18]1[CH:19]=[CH:20][C:21]([F:23])=[CH:22][C:17]=1/[CH:16]=[CH:15]/[CH2:14][N:11]1[CH2:12][CH2:13][CH:8]([NH2:7])[CH2:9][CH2:10]1, predict the reactants needed to synthesize it. (4) Given the product [CH2:1]([N:8]([CH2:10][C@@H:11]1[CH2:16][N:15]([S:17]([C:20]2[S:21][CH:22]=[CH:23][CH:24]=2)(=[O:19])=[O:18])[CH2:14][CH2:13][N:12]1[C:25]1[CH:26]=[CH:27][C:28]([C@:31]([OH:37])([CH3:36])[C:32]([F:34])([F:33])[F:35])=[CH:29][CH:30]=1)[CH3:9])[C:2]1[CH:7]=[CH:6][CH:5]=[CH:4][CH:3]=1, predict the reactants needed to synthesize it. The reactants are: [CH2:1]([N:8]([CH2:10][C@H:11]1[CH2:16][N:15]([S:17]([C:20]2[S:21][CH:22]=[CH:23][CH:24]=2)(=[O:19])=[O:18])[CH2:14][CH2:13][N:12]1[C:25]1[CH:30]=[CH:29][C:28]([C@:31]([OH:37])([CH3:36])[C:32]([F:35])([F:34])[F:33])=[CH:27][CH:26]=1)[CH3:9])[C:2]1[CH:7]=[CH:6][CH:5]=[CH:4][CH:3]=1.C(N(C[C@@H]1CN(S(C2SC=CC=2)(=O)=O)CCN1C1C=CC([C@@](O)(C)C(F)(F)F)=CC=1)C)C1C=CC=CC=1.C(N(C[C@H]1CN(S(C2SC=CC=2)(=O)=O)CCN1C1C=CC([C@@](O)(C)C(F)(F)F)=CC=1)C)C1C=CC=CC=1.C1N=C(N)C2N=CN([C@@H]3O[C@H](COP(OP(OC[C@H]4O[C@@H](N5C=C(C(N)=O)CC=C5)[C@H](O)[C@@H]4O)(O)=O)(O)=O)[C@@H](O)[C@H]3OP(O)(O)=O)C=2N=1.